This data is from Full USPTO retrosynthesis dataset with 1.9M reactions from patents (1976-2016). The task is: Predict the reactants needed to synthesize the given product. (1) The reactants are: [Cl:1][C:2]1[CH:3]=[CH:4][C:5]([C:28]([F:31])([F:30])[F:29])=[C:6]([CH:27]=1)[CH2:7][N:8]1[CH2:13][CH2:12][NH:11][C:10]2[N:14]=[CH:15][C:16]([C:18]3[CH:26]=[CH:25][C:21]([C:22](O)=[O:23])=[CH:20][CH:19]=3)=[CH:17][C:9]1=2.[Cl:32][C:33]1[CH:34]=[C:35]([CH:38]=[CH:39][CH:40]=1)[CH2:36][NH2:37]. Given the product [Cl:32][C:33]1[CH:34]=[C:35]([CH:38]=[CH:39][CH:40]=1)[CH2:36][NH:37][C:22](=[O:23])[C:21]1[CH:25]=[CH:26][C:18]([C:16]2[CH:15]=[N:14][C:10]3[NH:11][CH2:12][CH2:13][N:8]([CH2:7][C:6]4[CH:27]=[C:2]([Cl:1])[CH:3]=[CH:4][C:5]=4[C:28]([F:30])([F:29])[F:31])[C:9]=3[CH:17]=2)=[CH:19][CH:20]=1, predict the reactants needed to synthesize it. (2) Given the product [CH3:2][O:3][C:4]1[CH:5]=[C:6]([CH:20]([CH:17]2[CH2:18][CH2:19][O:15][CH2:16]2)[OH:21])[CH:7]=[C:8]([O:10][CH3:11])[CH:9]=1, predict the reactants needed to synthesize it. The reactants are: [Mg].[CH3:2][O:3][C:4]1[CH:5]=[C:6](Cl)[CH:7]=[C:8]([O:10][CH3:11])[CH:9]=1.II.[O:15]1[CH2:19][CH2:18][CH:17]([CH:20]=[O:21])[CH2:16]1. (3) Given the product [CH3:1][N:2]1[CH2:15][CH2:14][C:5]2[N:6](/[CH:39]=[C:40](/[C:42]3[CH:47]=[CH:46][N:45]=[CH:44][CH:43]=3)\[CH3:41])[C:7]3[CH:8]=[CH:9][C:10]([CH3:13])=[CH:11][C:12]=3[C:4]=2[CH2:3]1, predict the reactants needed to synthesize it. The reactants are: [CH3:1][N:2]1[CH2:15][CH2:14][C:5]2[NH:6][C:7]3[CH:8]=[CH:9][C:10]([CH3:13])=[CH:11][C:12]=3[C:4]=2[CH2:3]1.N1C2C(=CC=C3C=2N=CC=C3)C=CC=1.P([O-])([O-])([O-])=O.[K+].[K+].[K+].Br[CH:39]=[C:40]([C:42]1[CH:47]=[CH:46][N:45]=[CH:44][CH:43]=1)[CH3:41]. (4) The reactants are: [F:1][C:2]1[CH:3]=[CH:4][C:5]([CH3:17])=[C:6]([CH:8]=[N:9][C:10]([O:12][Si](C)(C)C)=[CH2:11])[CH:7]=1.C(OC([N:25]1[C:33]2[C:28](=[CH:29][CH:30]=[C:31]([Cl:34])[CH:32]=2)/[C:27](=[CH:35]/[C:36]2[CH:41]=[C:40]([Cl:42])[CH:39]=[CH:38][C:37]=2[O:43][CH:44]2[CH2:49][CH2:48][N:47]([C:50]([O:52][C:53]([CH3:56])([CH3:55])[CH3:54])=[O:51])[CH2:46][CH2:45]2)/[C:26]1=[O:57])=O)(C)(C)C. Given the product [C:53]([O:52][C:50]([N:47]1[CH2:48][CH2:49][CH:44]([O:43][C:37]2[CH:38]=[CH:39][C:40]([Cl:42])=[CH:41][C:36]=2[CH:35]2[CH2:12][C:10](=[O:11])[NH:9][CH:8]([C:6]3[CH:7]=[C:2]([F:1])[CH:3]=[CH:4][C:5]=3[CH3:17])[C:27]32[C:28]2[C:33](=[CH:32][C:31]([Cl:34])=[CH:30][CH:29]=2)[NH:25][C:26]3=[O:57])[CH2:45][CH2:46]1)=[O:51])([CH3:56])([CH3:54])[CH3:55], predict the reactants needed to synthesize it.